The task is: Predict the product of the given reaction.. This data is from Forward reaction prediction with 1.9M reactions from USPTO patents (1976-2016). (1) Given the reactants Cl[C:2]1[CH:7]=[CH:6][C:5]([C:8]([F:11])([F:10])[F:9])=[CH:4][C:3]=1[N+:12]([O-:14])=O.O.[NH2:16][NH2:17], predict the reaction product. The product is: [OH:14][N:12]1[C:3]2[CH:4]=[C:5]([C:8]([F:11])([F:10])[F:9])[CH:6]=[CH:7][C:2]=2[N:17]=[N:16]1. (2) Given the reactants [CH3:1][C:2]1([CH3:14])[C:6]([CH3:8])([CH3:7])[O:5][B:4]([C:9]2[CH:10]=[N:11][NH:12][CH:13]=2)[O:3]1.Br[CH:16]([CH3:21])[C:17]([NH:19][CH3:20])=[O:18].C(=O)([O-])[O-].[K+].[K+], predict the reaction product. The product is: [CH3:20][NH:19][C:17](=[O:18])[CH:16]([N:12]1[CH:13]=[C:9]([B:4]2[O:5][C:6]([CH3:7])([CH3:8])[C:2]([CH3:14])([CH3:1])[O:3]2)[CH:10]=[N:11]1)[CH3:21]. (3) Given the reactants C(O)(=O)C.O.S(=O)(=O)(O)O.[F:11][C@H:12]1[C@H:16]([O:17][CH2:18][C:19]2[CH:24]=[CH:23][C:22]([CH3:25])=[CH:21][CH:20]=2)[C@@H:15]([CH2:26][O:27][CH2:28][C:29]2[CH:34]=[CH:33][C:32]([CH3:35])=[CH:31][CH:30]=2)[O:14][CH:13]1[O:36]C, predict the reaction product. The product is: [F:11][C@H:12]1[C@H:16]([O:17][CH2:18][C:19]2[CH:20]=[CH:21][C:22]([CH3:25])=[CH:23][CH:24]=2)[C@@H:15]([CH2:26][O:27][CH2:28][C:29]2[CH:30]=[CH:31][C:32]([CH3:35])=[CH:33][CH:34]=2)[O:14][CH:13]1[OH:36]. (4) Given the reactants [C:1]1([S:7]([NH:10][C:11]2[S:19][C:18]3[CH2:17][CH2:16][O:15][CH2:14][C:13]=3[C:12]=2[C:20]([O:22]C)=[O:21])(=[O:9])=[O:8])[CH:6]=[CH:5][CH:4]=[CH:3][CH:2]=1.C1(S(N(S(C2C=CC=CC=2)(=O)=O)C2SC3CCOCC=3C=2C(OC)=O)(=O)=O)C=CC=CC=1, predict the reaction product. The product is: [C:1]1([S:7]([NH:10][C:11]2[S:19][C:18]3[CH2:17][CH2:16][O:15][CH2:14][C:13]=3[C:12]=2[C:20]([OH:22])=[O:21])(=[O:8])=[O:9])[CH:2]=[CH:3][CH:4]=[CH:5][CH:6]=1. (5) Given the reactants [Cl:1][CH2:2][CH2:3][CH2:4][CH2:5][C:6]([NH:8][C:9]1[CH:14]=[C:13]([F:15])[CH:12]=[CH:11][C:10]=1[O:16][C:17]1[CH:22]=[CH:21][CH:20]=[CH:19][CH:18]=1)=O, predict the reaction product. The product is: [F:15][C:13]1[CH:12]=[CH:11][C:10]2[O:16][C:17]3[CH:22]=[CH:21][CH:20]=[CH:19][C:18]=3[C:6]([CH2:5][CH2:4][CH2:3][CH2:2][Cl:1])=[N:8][C:9]=2[CH:14]=1.